From a dataset of NCI-60 drug combinations with 297,098 pairs across 59 cell lines. Regression. Given two drug SMILES strings and cell line genomic features, predict the synergy score measuring deviation from expected non-interaction effect. (1) Drug 1: CC1=CC=C(C=C1)C2=CC(=NN2C3=CC=C(C=C3)S(=O)(=O)N)C(F)(F)F. Drug 2: CC1=C(C(CCC1)(C)C)C=CC(=CC=CC(=CC(=O)O)C)C. Cell line: SK-MEL-28. Synergy scores: CSS=-6.32, Synergy_ZIP=-0.712, Synergy_Bliss=-6.37, Synergy_Loewe=-6.16, Synergy_HSA=-6.48. (2) Drug 1: CCN(CC)CCCC(C)NC1=C2C=C(C=CC2=NC3=C1C=CC(=C3)Cl)OC. Drug 2: C1CN(CCN1C(=O)CCBr)C(=O)CCBr. Cell line: NCI-H460. Synergy scores: CSS=53.5, Synergy_ZIP=5.64, Synergy_Bliss=3.94, Synergy_Loewe=7.87, Synergy_HSA=8.87. (3) Synergy scores: CSS=-11.9, Synergy_ZIP=6.80, Synergy_Bliss=6.82, Synergy_Loewe=-2.52, Synergy_HSA=-3.32. Drug 2: CC1=C(C=C(C=C1)NC2=NC=CC(=N2)N(C)C3=CC4=NN(C(=C4C=C3)C)C)S(=O)(=O)N.Cl. Cell line: M14. Drug 1: C1CCC(C1)C(CC#N)N2C=C(C=N2)C3=C4C=CNC4=NC=N3. (4) Drug 1: CC1C(C(CC(O1)OC2CC(CC3=C2C(=C4C(=C3O)C(=O)C5=C(C4=O)C(=CC=C5)OC)O)(C(=O)C)O)N)O.Cl. Drug 2: CC(C)(C#N)C1=CC(=CC(=C1)CN2C=NC=N2)C(C)(C)C#N. Cell line: HOP-62. Synergy scores: CSS=17.9, Synergy_ZIP=-6.45, Synergy_Bliss=-2.57, Synergy_Loewe=-4.87, Synergy_HSA=-5.26.